Dataset: Full USPTO retrosynthesis dataset with 1.9M reactions from patents (1976-2016). Task: Predict the reactants needed to synthesize the given product. Given the product [F:1][C:2]1[CH:3]=[C:4]([CH:5]=[C:6]([C:8]([F:10])([F:11])[F:9])[CH:7]=1)[O:12][C:14]1[CH:21]=[CH:20][C:19]([CH:22]=[O:23])=[CH:18][C:15]=1[C:16]#[N:17], predict the reactants needed to synthesize it. The reactants are: [F:1][C:2]1[CH:3]=[C:4]([OH:12])[CH:5]=[C:6]([C:8]([F:11])([F:10])[F:9])[CH:7]=1.F[C:14]1[CH:21]=[CH:20][C:19]([CH:22]=[O:23])=[CH:18][C:15]=1[C:16]#[N:17].